Dataset: Reaction yield outcomes from USPTO patents with 853,638 reactions. Task: Predict the reaction yield, written as a fraction of the theoretical maximum amount of product (1.0 means a 100% yield; for example, 0.34 means a 34% yield). The reactants are [NH2:1][C@@H:2]1[C:8](=[O:9])[NH:7][C:6]2[CH:10]=[CH:11][CH:12]=[CH:13][C:5]=2[O:4][C@@H:3]1[C:14]1[CH:19]=[CH:18][CH:17]=[CH:16][CH:15]=1.C(N(CC)CC)C.[C:27](O[C:27]([O:29][C:30]([CH3:33])([CH3:32])[CH3:31])=[O:28])([O:29][C:30]([CH3:33])([CH3:32])[CH3:31])=[O:28]. The catalyst is ClCCl. The product is [O:9]=[C:8]1[NH:7][C:6]2[CH:10]=[CH:11][CH:12]=[CH:13][C:5]=2[O:4][C@H:3]([C:14]2[CH:15]=[CH:16][CH:17]=[CH:18][CH:19]=2)[C@@H:2]1[NH:1][C:27](=[O:28])[O:29][C:30]([CH3:33])([CH3:32])[CH3:31]. The yield is 0.830.